Dataset: Catalyst prediction with 721,799 reactions and 888 catalyst types from USPTO. Task: Predict which catalyst facilitates the given reaction. (1) Reactant: [NH2:1][C:2]1[C:3]([NH:8][C:9]2[CH:14]=[CH:13][CH:12]=[CH:11][CH:10]=2)=[N:4][CH:5]=[CH:6][CH:7]=1.O=[C:16]([C:22](OCC)=[O:23])[C:17]([O:19][CH2:20][CH3:21])=[O:18]. Product: [O:23]=[C:22]1[N:8]([C:9]2[CH:10]=[CH:11][CH:12]=[CH:13][CH:14]=2)[C:3]2[N:4]=[CH:5][CH:6]=[CH:7][C:2]=2[N:1]=[C:16]1[C:17]([O:19][CH2:20][CH3:21])=[O:18]. The catalyst class is: 8. (2) Reactant: [Cl:1][C:2]1[CH:3]=[C:4]([NH2:9])[CH:5]=[C:6]([NH2:8])[CH:7]=1.CO[CH:12]1[CH2:16][CH2:15][CH:14](OC)O1. Product: [Cl:1][C:2]1[CH:7]=[C:6]([CH:5]=[C:4]([N:9]2[CH:12]=[CH:16][CH:15]=[CH:14]2)[CH:3]=1)[NH2:8]. The catalyst class is: 15.